From a dataset of Full USPTO retrosynthesis dataset with 1.9M reactions from patents (1976-2016). Predict the reactants needed to synthesize the given product. (1) Given the product [C:29]([C:26]1[CH:25]=[CH:24][C:23]([C:21]2[N:22]=[C:18]([C@@H:10]([NH:9][C:7](=[O:8])[C:6]3[CH:35]=[CH:36][C:3]([C:1]([NH2:2])=[O:45])=[CH:4][C:5]=3[F:37])[CH2:11][C:12]3[CH:13]=[CH:14][CH:15]=[CH:16][CH:17]=3)[NH:19][CH:20]=2)=[CH:28][CH:27]=1)(=[NH:30])[NH2:33], predict the reactants needed to synthesize it. The reactants are: [C:1]([C:3]1[CH:36]=[CH:35][C:6]([C:7]([NH:9][C@H:10]([C:18]2[NH:19][CH:20]=[C:21]([C:23]3[CH:28]=[CH:27][C:26]([C:29]4[N:33]=C(C)O[N:30]=4)=[CH:25][CH:24]=3)[N:22]=2)[CH2:11][C:12]2[CH:17]=[CH:16][CH:15]=[CH:14][CH:13]=2)=[O:8])=[C:5]([F:37])[CH:4]=1)#[N:2].C(C1C=CC(C(O)=[O:45])=C(F)C=1)#N. (2) The reactants are: C(OC([N:8]1[CH2:13][CH2:12][N:11]([C:14]2[C:19]([CH:20]=[N:21][O:22][CH3:23])=[C:18]([NH2:24])[N:17]=[CH:16][N:15]=2)[CH2:10][CH2:9]1)=O)(C)(C)C.[C:25]([OH:31])([C:27]([F:30])([F:29])[F:28])=[O:26].C(Cl)Cl. Given the product [F:28][C:27]([F:30])([F:29])[C:25]([OH:31])=[O:26].[CH3:23][O:22][N:21]=[CH:20][C:19]1[C:18]([NH2:24])=[N:17][CH:16]=[N:15][C:14]=1[N:11]1[CH2:10][CH2:9][NH:8][CH2:13][CH2:12]1, predict the reactants needed to synthesize it. (3) Given the product [NH2:5][C:6]1[C:15]([C:16]([O:18][CH3:19])=[O:17])=[C:14]2[C:9]([CH:10]3[CH2:20][CH:11]3[CH2:12][O:13]2)=[CH:8][C:7]=1[F:21], predict the reactants needed to synthesize it. The reactants are: CC(C)(C)C([NH:5][C:6]1[C:15]([C:16]([O:18][CH3:19])=[O:17])=[C:14]2[C:9]([CH:10]3[CH2:20][CH:11]3[CH2:12][O:13]2)=[CH:8][C:7]=1[F:21])=O.S(=O)(=O)(O)O.O.